The task is: Predict the product of the given reaction.. This data is from Forward reaction prediction with 1.9M reactions from USPTO patents (1976-2016). (1) Given the reactants C(=O)([O-])[O-].[Na+].[Na+].OC1C2C(=C(O)C=CC=2)C=CC=1.[C:19]([O:22][CH:23]=[CH2:24])(=O)[CH3:20].OC1C2[C:30](=[C:31]([O:36][CH:37]=[CH2:38])[CH:32]=[CH:33][CH:34]=2)[CH:29]=[CH:28][CH:27]=1, predict the reaction product. The product is: [CH:23]([O:22][C:19]1[C:20]2[C:30](=[C:31]([O:36][CH:37]=[CH2:38])[CH:32]=[CH:33][CH:34]=2)[CH:29]=[CH:28][CH:27]=1)=[CH2:24]. (2) The product is: [CH3:19][N:17]([CH2:16][CH:12]1[CH2:13][CH2:14][CH2:15][N:11]1[C:3]1[CH:4]=[CH:5][C:6]([NH2:8])=[CH:7][C:2]=1[F:1])[CH3:18]. Given the reactants [F:1][C:2]1[CH:7]=[C:6]([N+:8]([O-])=O)[CH:5]=[CH:4][C:3]=1[N:11]1[CH2:15][CH2:14][CH2:13][CH:12]1[CH2:16][N:17]([CH3:19])[CH3:18], predict the reaction product. (3) The product is: [Cl:18][C:4]1[CH:3]=[C:2]([NH:27][C:21]2[CH:22]=[CH:23][C:24]([F:26])=[CH:25][C:20]=2[F:19])[CH:7]=[CH:6][C:5]=1[C:8]([C:10]1[CH:15]=[C:14]([OH:16])[CH:13]=[CH:12][C:11]=1[F:17])=[O:9]. Given the reactants Br[C:2]1[CH:7]=[CH:6][C:5]([C:8]([C:10]2[CH:15]=[C:14]([OH:16])[CH:13]=[CH:12][C:11]=2[F:17])=[O:9])=[C:4]([Cl:18])[CH:3]=1.[F:19][C:20]1[CH:25]=[C:24]([F:26])[CH:23]=[CH:22][C:21]=1[NH2:27].C1C=CC(P(C2C=CC3C(=CC=CC=3)C=2C2C3C(=CC=CC=3)C=CC=2P(C2C=CC=CC=2)C2C=CC=CC=2)C2C=CC=CC=2)=CC=1.C([O-])([O-])=O.[Cs+].[Cs+], predict the reaction product. (4) Given the reactants [C:1]([O:5][C:6]([NH:8][CH:9]([CH2:13][CH:14]1[CH2:19][CH2:18][O:17][CH2:16][CH2:15]1)[C:10]([OH:12])=O)=[O:7])([CH3:4])([CH3:3])[CH3:2].CN(C)CCCN=C=NCC.ON1C2C=CC=CC=2N=N1.[NH2:41][C:42]1[CH:46]=[CH:45][N:44]([CH2:47][C:48]([CH3:51])([OH:50])[CH3:49])[N:43]=1, predict the reaction product. The product is: [C:1]([O:5][C:6](=[O:7])[NH:8][CH:9]([C:10](=[O:12])[NH:41][C:42]1[CH:46]=[CH:45][N:44]([CH2:47][C:48]([OH:50])([CH3:49])[CH3:51])[N:43]=1)[CH2:13][CH:14]1[CH2:19][CH2:18][O:17][CH2:16][CH2:15]1)([CH3:2])([CH3:3])[CH3:4]. (5) Given the reactants Cl[C:2]1[N:7]=[C:6](Cl)[CH:5]=[C:4]([CH3:9])[N:3]=1.[F:10][C:11]([F:20])([F:19])[C:12]1[CH:13]=[C:14]([CH:16]=[CH:17][CH:18]=1)[NH2:15].[CH3:21][C:22]1[CH:26]=[C:25]([CH3:27])[NH:24][N:23]=1, predict the reaction product. The product is: [CH3:21][C:22]1[CH:26]=[C:25]([CH3:27])[N:24]([C:2]2[N:7]=[C:6]([NH:15][C:14]3[CH:16]=[CH:17][CH:18]=[C:12]([C:11]([F:19])([F:20])[F:10])[CH:13]=3)[CH:5]=[C:4]([CH3:9])[N:3]=2)[N:23]=1. (6) Given the reactants [CH3:1][C:2]1([CH2:15][C:16](OCC)=[O:17])[CH2:11][CH2:10][C:9]2[C:4](=[C:5]([CH3:14])[C:6]([CH3:13])=[CH:7][C:8]=2[CH3:12])[O:3]1.[H-].[Al+3].[Li+].[H-].[H-].[H-].O, predict the reaction product. The product is: [CH3:1][C:2]1([CH2:15][CH2:16][OH:17])[CH2:11][CH2:10][C:9]2[C:4](=[C:5]([CH3:14])[C:6]([CH3:13])=[CH:7][C:8]=2[CH3:12])[O:3]1. (7) Given the reactants [Zn](CC)[CH2:2]C.C(I)I.[Cl:9][C:10]1[CH:11]=[C:12]([C:17]2[CH2:21][CH2:20][CH:19]([OH:22])[CH:18]=2)[CH:13]=[CH:14][C:15]=1[Cl:16], predict the reaction product. The product is: [Cl:9][C:10]1[CH:11]=[C:12]([C:17]23[CH2:2][CH:18]2[CH:19]([OH:22])[CH2:20][CH2:21]3)[CH:13]=[CH:14][C:15]=1[Cl:16]. (8) The product is: [CH2:50]([O:51][C:14]1[C:19]([C:20]2[NH:21][C:22](=[O:36])[C:23]3[C:24](=[C:26]([CH2:33][CH2:34][CH3:35])[N:27]([CH2:29][CH2:30][O:31][CH3:32])[N:28]=3)[N:25]=2)=[CH:18][C:17]([S:37]([N:40]2[CH2:41][CH2:42][N:43]([CH2:46][CH3:47])[CH2:44][CH2:45]2)(=[O:38])=[O:39])=[CH:16][N:15]=1)[CH:49]([CH3:52])[CH3:48]. Given the reactants C[Si]([N-][Si](C)(C)C)(C)C.[K+].C(O[C:14]1[C:19]([C:20]2[NH:21][C:22](=[O:36])[C:23]3[C:24](=[C:26]([CH2:33][CH2:34][CH3:35])[N:27]([CH2:29][CH2:30][O:31][CH3:32])[N:28]=3)[N:25]=2)=[CH:18][C:17]([S:37]([N:40]2[CH2:45][CH2:44][N:43]([CH2:46][CH3:47])[CH2:42][CH2:41]2)(=[O:39])=[O:38])=[CH:16][N:15]=1)C.[CH3:48][CH:49]([CH3:52])[CH2:50][OH:51], predict the reaction product. (9) Given the reactants [CH2:1]([O:3][C:4]([C:6]1[CH:7]=[C:8]2[C:13](=[CH:14][CH:15]=1)[NH:12][CH:11]([C:16]1[CH:21]=[CH:20][CH:19]=[C:18](Br)[CH:17]=1)[C:10]([CH3:24])([CH3:23])[CH2:9]2)=[O:5])[CH3:2].[Cl:25][C:26]1[CH:31]=[CH:30][C:29](B(O)O)=[CH:28][CH:27]=1.C(=O)([O-])[O-].[Na+].[Na+].O, predict the reaction product. The product is: [CH2:1]([O:3][C:4]([C:6]1[CH:7]=[C:8]2[C:13](=[CH:14][CH:15]=1)[NH:12][CH:11]([C:16]1[CH:17]=[C:18]([C:29]3[CH:30]=[CH:31][C:26]([Cl:25])=[CH:27][CH:28]=3)[CH:19]=[CH:20][CH:21]=1)[C:10]([CH3:24])([CH3:23])[CH2:9]2)=[O:5])[CH3:2].